This data is from Catalyst prediction with 721,799 reactions and 888 catalyst types from USPTO. The task is: Predict which catalyst facilitates the given reaction. (1) Reactant: [C:1]([OH:5])(=[O:4])[CH:2]=[O:3].[O:6]([C:8]1[CH:18]=[CH:17][C:11]([CH2:12][NH:13][CH2:14][CH2:15]O)=[CH:10][CH:9]=1)[CH3:7].O. Product: [OH:4][CH:1]1[O:5][CH2:15][CH2:14][N:13]([CH2:12][C:11]2[CH:10]=[CH:9][C:8]([O:6][CH3:7])=[CH:18][CH:17]=2)[C:2]1=[O:3]. The catalyst class is: 7. (2) Reactant: [Br:1][C:2]1[CH:3]=[C:4]2[C:9](=[CH:10][CH:11]=1)[C:8](=[O:12])[NH:7][C:6](=[O:13])[C:5]2=[CH:14]OC.[CH3:17][N:18]1[CH2:23][CH2:22][N:21]([C:24]2[CH:29]=[CH:28][C:27]([NH2:30])=[CH:26][CH:25]=2)[CH2:20][CH2:19]1.O. Product: [Br:1][C:2]1[CH:3]=[C:4]2[C:9](=[CH:10][CH:11]=1)[C:8](=[O:12])[NH:7][C:6](=[O:13])[C:5]2=[CH:14][NH:30][C:27]1[CH:26]=[CH:25][C:24]([N:21]2[CH2:20][CH2:19][N:18]([CH3:17])[CH2:23][CH2:22]2)=[CH:29][CH:28]=1. The catalyst class is: 9. (3) Reactant: [CH3:1][O:2][C:3](=[O:20])[C:4]1[CH:9]=[CH:8][C:7]([N:10]2[C:14]([NH2:15])=[CH:13][C:12]([C:16]([CH3:19])([CH3:18])[CH3:17])=[N:11]2)=[CH:6][CH:5]=1.Cl[C:22]([O:24][C:25]1[CH:30]=[CH:29][CH:28]=[CH:27][CH:26]=1)=[O:23].C(=O)([O-])[O-].[Na+].[Na+].C(OCC)(=O)C. Product: [CH3:1][O:2][C:3](=[O:20])[C:4]1[CH:5]=[CH:6][C:7]([N:10]2[C:14]([NH:15][C:22]([O:24][C:25]3[CH:30]=[CH:29][CH:28]=[CH:27][CH:26]=3)=[O:23])=[CH:13][C:12]([C:16]([CH3:17])([CH3:19])[CH3:18])=[N:11]2)=[CH:8][CH:9]=1. The catalyst class is: 1. (4) Product: [F:31][C:2]1([F:1])[CH2:6][CH2:5][C@@H:4]([C@@:7]([OH:30])([C:24]2[CH:25]=[CH:26][CH:27]=[CH:28][CH:29]=2)[C:8]([O:10][CH:11]2[CH2:12][CH2:13][NH:14][CH2:15][CH2:16]2)=[O:9])[CH2:3]1. The catalyst class is: 209. Reactant: [F:1][C:2]1([F:31])[CH2:6][CH2:5][C@@H:4]([C@@:7]([OH:30])([C:24]2[CH:29]=[CH:28][CH:27]=[CH:26][CH:25]=2)[C:8]([O:10][CH:11]2[CH2:16][CH2:15][N:14](C(OC(C)(C)C)=O)[CH2:13][CH2:12]2)=[O:9])[CH2:3]1. (5) Reactant: [Cl:1][C:2]1[CH:11]=[C:10]2[C:5]([C:6]([O:42][CH3:43])=[CH:7][N:8]=[C:9]2[O:12][C@H:13]2[CH2:17][N:16](C(OC(C)(C)C)=O)[C@H:15]([C:25](=[O:41])[NH:26][C@:27]3([C:32](=[O:40])[NH:33][S:34]([CH:37]4[CH2:39][CH2:38]4)(=[O:36])=[O:35])[CH2:29][C@H:28]3[CH:30]=[CH2:31])[CH2:14]2)=[CH:4][CH:3]=1.Cl. Product: [Cl:1][C:2]1[CH:11]=[C:10]2[C:5]([C:6]([O:42][CH3:43])=[CH:7][N:8]=[C:9]2[O:12][C@H:13]2[CH2:17][NH:16][C@H:15]([C:25]([NH:26][C@:27]3([C:32](=[O:40])[NH:33][S:34]([CH:37]4[CH2:39][CH2:38]4)(=[O:36])=[O:35])[CH2:29][C@H:28]3[CH:30]=[CH2:31])=[O:41])[CH2:14]2)=[CH:4][CH:3]=1. The catalyst class is: 5. (6) Reactant: C([O:5][C:6](=[O:43])[C@@H:7]([NH:29][S:30]([C:33]1[C:42]2[C:37](=[CH:38][CH:39]=[CH:40][CH:41]=2)[CH:36]=[CH:35][CH:34]=1)(=[O:32])=[O:31])[CH2:8][NH:9][C:10](=[O:28])[C:11]1[CH:16]=[CH:15][C:14]([CH2:17][CH2:18][C:19](=[O:27])[NH:20][C:21]2[NH:22][CH2:23][CH2:24][CH2:25][N:26]=2)=[CH:13][CH:12]=1)(C)(C)C.FC(F)(F)C(O)=O. Product: [C:33]1([S:30]([NH:29][C@@H:7]([CH2:8][NH:9][C:10](=[O:28])[C:11]2[CH:16]=[CH:15][C:14]([CH2:17][CH2:18][C:19](=[O:27])[NH:20][C:21]3[NH:26][CH2:25][CH2:24][CH2:23][N:22]=3)=[CH:13][CH:12]=2)[C:6]([OH:43])=[O:5])(=[O:32])=[O:31])[C:42]2[C:37](=[CH:38][CH:39]=[CH:40][CH:41]=2)[CH:36]=[CH:35][CH:34]=1. The catalyst class is: 4. (7) Product: [Cl-:31].[C:26]([C:23]1[CH:24]=[CH:25][C:20]([C:17]2[CH:18]=[CH:19][C:14]([CH2:13][NH2+:7][CH2:8][CH2:9][CH:10]([CH3:11])[CH3:12])=[CH:15][CH:16]=2)=[C:21]([CH3:29])[CH:22]=1)(=[O:28])[NH2:27].[NH4+:7].[Cl-:31]. Reactant: C(OC(=O)[N:7]([CH2:13][C:14]1[CH:19]=[CH:18][C:17]([C:20]2[CH:25]=[CH:24][C:23]([C:26](=[O:28])[NH2:27])=[CH:22][C:21]=2[CH3:29])=[CH:16][CH:15]=1)[CH2:8][CH2:9][CH:10]([CH3:12])[CH3:11])(C)(C)C.[ClH:31]. The catalyst class is: 71.